Task: Predict the reactants needed to synthesize the given product.. Dataset: Full USPTO retrosynthesis dataset with 1.9M reactions from patents (1976-2016) (1) The reactants are: [NH2:1][CH:2]1[CH2:7][CH2:6][CH:5]([C:8]2[N:12]([CH3:13])[N:11]=[CH:10][C:9]=2[NH:14][C:15]([C:17]2[N:18]=[C:19]([C:30]3[C:35]([F:36])=[CH:34][CH:33]=[CH:32][C:31]=3[F:37])[S:20][C:21]=2[NH:22]C(=O)OC(C)(C)C)=[O:16])[CH2:4][CH2:3]1.Cl. Given the product [NH2:22][C:21]1[S:20][C:19]([C:30]2[C:35]([F:36])=[CH:34][CH:33]=[CH:32][C:31]=2[F:37])=[N:18][C:17]=1[C:15]([NH:14][C:9]1[CH:10]=[N:11][N:12]([CH3:13])[C:8]=1[CH:5]1[CH2:6][CH2:7][CH:2]([NH2:1])[CH2:3][CH2:4]1)=[O:16], predict the reactants needed to synthesize it. (2) Given the product [CH3:11][CH2:10][N:9]=[C:8]=[N:7][CH2:6][CH2:5][CH2:4][N:3]([CH3:12])[CH3:2], predict the reactants needed to synthesize it. The reactants are: Cl.[CH3:2][N:3]([CH3:12])[CH2:4][CH2:5][CH2:6][N:7]=[C:8]=[N:9][CH2:10][CH3:11].O.ON1C2C=CC=CC=2N=N1.C(N(C(C)C)CC)(C)C. (3) The reactants are: [NH2:1][C:2]1[CH:3]=[CH:4][C:5]([F:18])=[C:6]([C@:8]2([CH3:17])[C:13]([F:15])([F:14])[CH2:12][O:11][C:10]([NH2:16])=[N:9]2)[CH:7]=1.[CH3:19][N:20]1[CH:24]=[CH:23][C:22]([C:25](O)=[O:26])=[N:21]1. Given the product [NH2:16][C:10]1[O:11][CH2:12][C:13]([F:14])([F:15])[C@:8]([C:6]2[CH:7]=[C:2]([NH:1][C:25]([C:22]3[CH:23]=[CH:24][N:20]([CH3:19])[N:21]=3)=[O:26])[CH:3]=[CH:4][C:5]=2[F:18])([CH3:17])[N:9]=1, predict the reactants needed to synthesize it. (4) Given the product [C:9]([CH2:8][C:7]1[CH:6]=[CH:5][C:4]([O:16][C:17]([C:19]2[CH:20]=[C:21]3[C:26](=[C:27]([C:29]#[CH:30])[CH:28]=2)[O:25][C:24]([CH3:31])([CH3:32])[CH2:23][C:22]3([CH3:34])[CH3:33])=[O:18])=[CH:3][C:2]=1[F:1])([OH:11])=[O:10], predict the reactants needed to synthesize it. The reactants are: [F:1][C:2]1[CH:3]=[C:4]([O:16][C:17]([C:19]2[CH:20]=[C:21]3[C:26](=[C:27]([C:29]#[CH:30])[CH:28]=2)[O:25][C:24]([CH3:32])([CH3:31])[CH2:23][C:22]3([CH3:34])[CH3:33])=[O:18])[CH:5]=[CH:6][C:7]=1[CH2:8][C:9]([O:11]C(C)(C)C)=[O:10].O1CCOCC1. (5) Given the product [CH2:24]([O:23][P:22]([CH2:2][C:3]1[N:4]=[C:5]([N:9]2[CH2:14][CH2:13][N:12]([C:15]([O:17][C:18]([CH3:21])([CH3:20])[CH3:19])=[O:16])[CH2:11][CH2:10]2)[S:6][C:7]=1[CH3:8])([O:26][CH2:27][CH3:28])=[O:29])[CH3:25], predict the reactants needed to synthesize it. The reactants are: Cl[CH2:2][C:3]1[N:4]=[C:5]([N:9]2[CH2:14][CH2:13][N:12]([C:15]([O:17][C:18]([CH3:21])([CH3:20])[CH3:19])=[O:16])[CH2:11][CH2:10]2)[S:6][C:7]=1[CH3:8].[P:22]([O:29]CC)([O:26][CH2:27][CH3:28])[O:23][CH2:24][CH3:25]. (6) Given the product [CH3:1][Si:2]([CH3:10])([CH3:9])[O:3][C:4]([CH3:8])(/[CH:6]=[CH:7]/[B:14]1[O:15][C:16]([CH3:18])([CH3:17])[C:12]([CH3:19])([CH3:11])[O:13]1)[CH3:5], predict the reactants needed to synthesize it. The reactants are: [CH3:1][Si:2]([CH3:10])([CH3:9])[O:3][C:4]([CH3:8])([C:6]#[CH:7])[CH3:5].[CH3:11][C:12]1([CH3:19])[C:16]([CH3:18])([CH3:17])[O:15][BH:14][O:13]1.C12BC(CCC1)CCC2. (7) Given the product [CH3:1][O:2][C:3]1[C:8]2[N:9]=[C:10]([CH2:12][O:13][CH3:14])[NH:11][C:7]=2[C:6]([C:15]([OH:17])=[O:16])=[CH:5][CH:4]=1, predict the reactants needed to synthesize it. The reactants are: [CH3:1][O:2][C:3]1[C:8]2[N:9]=[C:10]([CH2:12][O:13][CH3:14])[NH:11][C:7]=2[C:6]([C:15]([O:17]C)=[O:16])=[CH:5][CH:4]=1.[OH-].[Na+]. (8) Given the product [OH:24][C:19]1[CH:20]=[C:21]2[C:16](=[CH:17][CH:18]=1)[C:15](=[O:25])[N:14]([C:11]1[CH:12]=[CH:13][C:8]([N:1]3[CH2:7][CH2:6][CH2:5][N:4]([CH:31]([CH3:32])[CH2:30][O:29][CH3:28])[CH2:3][CH2:2]3)=[C:9]([O:26][CH3:27])[CH:10]=1)[CH2:23][CH2:22]2, predict the reactants needed to synthesize it. The reactants are: [N:1]1([C:8]2[CH:13]=[CH:12][C:11]([N:14]3[CH2:23][CH2:22][C:21]4[C:16](=[CH:17][CH:18]=[C:19]([OH:24])[CH:20]=4)[C:15]3=[O:25])=[CH:10][C:9]=2[O:26][CH3:27])[CH2:7][CH2:6][CH2:5][NH:4][CH2:3][CH2:2]1.[CH3:28][O:29][CH2:30][C:31](=O)[CH3:32]. (9) Given the product [NH2:41][C:42]1[S:46][C:45]([C:47]2[C:48]([F:54])=[CH:49][CH:50]=[CH:51][C:52]=2[F:53])=[N:44][C:43]=1[C:55]([NH:58][C:59]1[CH:60]=[N:61][N:62]([CH3:80])[C:63]=1[N:64]1[CH2:70][CH2:69][C@H:68]([OH:71])[C@:67]([NH2:73])([CH3:72])[CH2:66][CH2:65]1)=[O:57], predict the reactants needed to synthesize it. The reactants are: C1CN([P+](ON2N=NC3C=CC=CC2=3)(N2CCCC2)N2CCCC2)CC1.F[P-](F)(F)(F)(F)F.C(OC([NH:41][C:42]1[S:46][C:45]([C:47]2[C:52]([F:53])=[CH:51][CH:50]=[CH:49][C:48]=2[F:54])=[N:44][C:43]=1[C:55]([OH:57])=O)=O)(C)(C)C.[NH2:58][C:59]1[CH:60]=[N:61][N:62]([CH3:80])[C:63]=1[N:64]1[CH2:70][CH2:69][CH:68]([OH:71])[C:67]([NH:73]C(=O)C(F)(F)F)([CH3:72])[CH2:66][CH2:65]1.CCN(C(C)C)C(C)C.C(=O)([O-])[O-].[K+].[K+].